This data is from Reaction yield outcomes from USPTO patents with 853,638 reactions. The task is: Predict the reaction yield, written as a fraction of the theoretical maximum amount of product (1.0 means a 100% yield; for example, 0.34 means a 34% yield). The reactants are [Cl:1][C:2]1[N:7]=[C:6](/[CH:8]=[C:9](/[C:11]2[CH:12]=[C:13]([NH:17][S:18]([C:21]3[C:26]([F:27])=[CH:25][CH:24]=[CH:23][C:22]=3[F:28])(=[O:20])=[O:19])[CH:14]=[CH:15][CH:16]=2)\O)[CH:5]=[CH:4][N:3]=1.C1C(=O)N(Br)C(=O)C1.[CH3:37][N:38]([CH3:42])[C:39]([NH2:41])=[S:40]. The catalyst is CC(N(C)C)=O. The product is [Cl:1][C:2]1[N:7]=[C:6]([C:8]2[S:40][C:39]([N:38]([CH3:42])[CH3:37])=[N:41][C:9]=2[C:11]2[CH:12]=[C:13]([NH:17][S:18]([C:21]3[C:26]([F:27])=[CH:25][CH:24]=[CH:23][C:22]=3[F:28])(=[O:20])=[O:19])[CH:14]=[CH:15][CH:16]=2)[CH:5]=[CH:4][N:3]=1. The yield is 0.250.